From a dataset of NCI-60 drug combinations with 297,098 pairs across 59 cell lines. Regression. Given two drug SMILES strings and cell line genomic features, predict the synergy score measuring deviation from expected non-interaction effect. (1) Drug 1: CN1CCC(CC1)COC2=C(C=C3C(=C2)N=CN=C3NC4=C(C=C(C=C4)Br)F)OC. Drug 2: C1=NNC2=C1C(=O)NC=N2. Cell line: UACC-257. Synergy scores: CSS=2.42, Synergy_ZIP=4.19, Synergy_Bliss=-0.879, Synergy_Loewe=-5.48, Synergy_HSA=-2.18. (2) Drug 1: CC1C(C(=O)NC(C(=O)N2CCCC2C(=O)N(CC(=O)N(C(C(=O)O1)C(C)C)C)C)C(C)C)NC(=O)C3=C4C(=C(C=C3)C)OC5=C(C(=O)C(=C(C5=N4)C(=O)NC6C(OC(=O)C(N(C(=O)CN(C(=O)C7CCCN7C(=O)C(NC6=O)C(C)C)C)C)C(C)C)C)N)C. Drug 2: C1=CN(C=N1)CC(O)(P(=O)(O)O)P(=O)(O)O. Cell line: 786-0. Synergy scores: CSS=3.90, Synergy_ZIP=-2.49, Synergy_Bliss=-1.24, Synergy_Loewe=-22.7, Synergy_HSA=-5.04. (3) Drug 1: CC12CCC(CC1=CCC3C2CCC4(C3CC=C4C5=CN=CC=C5)C)O. Drug 2: CC1=C(C(=O)C2=C(C1=O)N3CC4C(C3(C2COC(=O)N)OC)N4)N. Cell line: RPMI-8226. Synergy scores: CSS=46.5, Synergy_ZIP=1.97, Synergy_Bliss=4.10, Synergy_Loewe=-0.408, Synergy_HSA=4.89. (4) Drug 1: CC1=C(C(CCC1)(C)C)C=CC(=CC=CC(=CC(=O)O)C)C. Drug 2: C1C(C(OC1N2C=NC(=NC2=O)N)CO)O. Cell line: SF-539. Synergy scores: CSS=22.2, Synergy_ZIP=4.57, Synergy_Bliss=5.42, Synergy_Loewe=1.02, Synergy_HSA=4.38. (5) Drug 2: C1C(C(OC1N2C=NC3=C2NC=NCC3O)CO)O. Drug 1: C1=CN(C=N1)CC(O)(P(=O)(O)O)P(=O)(O)O. Cell line: HCT116. Synergy scores: CSS=3.45, Synergy_ZIP=-1.03, Synergy_Bliss=-1.26, Synergy_Loewe=-1.95, Synergy_HSA=-2.20. (6) Drug 2: C1CC(=O)NC(=O)C1N2C(=O)C3=CC=CC=C3C2=O. Synergy scores: CSS=18.6, Synergy_ZIP=12.5, Synergy_Bliss=19.2, Synergy_Loewe=11.9, Synergy_HSA=17.2. Drug 1: CC1C(C(CC(O1)OC2CC(CC3=C2C(=C4C(=C3O)C(=O)C5=C(C4=O)C(=CC=C5)OC)O)(C(=O)C)O)N)O.Cl. Cell line: EKVX. (7) Drug 1: CN1C(=O)N2C=NC(=C2N=N1)C(=O)N. Drug 2: C1CN1C2=NC(=NC(=N2)N3CC3)N4CC4. Cell line: SNB-75. Synergy scores: CSS=17.2, Synergy_ZIP=-9.50, Synergy_Bliss=0.178, Synergy_Loewe=-11.7, Synergy_HSA=0.490. (8) Drug 1: C1=CC(=CC=C1CC(C(=O)O)N)N(CCCl)CCCl.Cl. Drug 2: CC1CCCC2(C(O2)CC(NC(=O)CC(C(C(=O)C(C1O)C)(C)C)O)C(=CC3=CSC(=N3)C)C)C. Cell line: RXF 393. Synergy scores: CSS=8.73, Synergy_ZIP=-3.41, Synergy_Bliss=-1.21, Synergy_Loewe=-3.04, Synergy_HSA=-1.77. (9) Drug 1: CC12CCC(CC1=CCC3C2CCC4(C3CC=C4C5=CN=CC=C5)C)O. Drug 2: CC1=C2C(C(=O)C3(C(CC4C(C3C(C(C2(C)C)(CC1OC(=O)C(C(C5=CC=CC=C5)NC(=O)C6=CC=CC=C6)O)O)OC(=O)C7=CC=CC=C7)(CO4)OC(=O)C)O)C)OC(=O)C. Cell line: OVCAR-5. Synergy scores: CSS=40.6, Synergy_ZIP=-1.39, Synergy_Bliss=2.63, Synergy_Loewe=-20.2, Synergy_HSA=2.81. (10) Drug 1: CC(CN1CC(=O)NC(=O)C1)N2CC(=O)NC(=O)C2. Drug 2: N.N.Cl[Pt+2]Cl. Cell line: IGROV1. Synergy scores: CSS=30.0, Synergy_ZIP=8.80, Synergy_Bliss=8.83, Synergy_Loewe=9.63, Synergy_HSA=10.0.